This data is from Forward reaction prediction with 1.9M reactions from USPTO patents (1976-2016). The task is: Predict the product of the given reaction. (1) The product is: [C:25]([CH:27]1[C:31](=[C:32]=[C:15]2[CH:16]=[C:17]([CH3:18])[N:12]([C:8]3[CH:9]=[CH:10][CH:11]=[C:6]([O:5][CH2:4][CH:3]([CH2:1][CH3:2])[CH2:21][CH2:22][CH2:23][CH3:24])[CH:7]=3)[C:13]([CH3:20])=[CH:14]2)[C:30]([CH3:34])([CH3:33])[O:29][C:28]1=[C:35]([C:36]#[N:37])[C:38]#[N:39])#[N:26]. Given the reactants [CH2:1]([CH:3]([CH2:21][CH2:22][CH2:23][CH3:24])[CH2:4][O:5][C:6]1[CH:7]=[C:8]([N:12]2[C:17]([CH3:18])=[CH:16][C:15](=O)[CH:14]=[C:13]2[CH3:20])[CH:9]=[CH:10][CH:11]=1)[CH3:2].[C:25]([C:27]1[C:28](=[C:35]([C:38]#[N:39])[C:36]#[N:37])[O:29][C:30]([CH3:34])([CH3:33])[C:31]=1[CH3:32])#[N:26].C(OC(=O)C)(=O)C, predict the reaction product. (2) Given the reactants [N:1]1([CH2:7][CH:8]([OH:11])[CH2:9][OH:10])[CH2:6][CH2:5][CH2:4][CH2:3][CH2:2]1.[H-].[Na+].CS(O[CH2:19][CH2:20][CH2:21][CH2:22][CH2:23][CH2:24][CH2:25][CH2:26]/[CH:27]=[CH:28]\[CH2:29]/[CH:30]=[CH:31]\[CH2:32][CH2:33][CH2:34][CH2:35][CH3:36])(=O)=O, predict the reaction product. The product is: [CH2:19]([O:11][CH:8]([CH2:9][O:10][CH2:19][CH2:20][CH2:21][CH2:22][CH2:23][CH2:24][CH2:25][CH2:26]/[CH:27]=[CH:28]\[CH2:29]/[CH:30]=[CH:31]\[CH2:32][CH2:33][CH2:34][CH2:35][CH3:36])[CH2:7][N:1]1[CH2:6][CH2:5][CH2:4][CH2:3][CH2:2]1)[CH2:20][CH2:21][CH2:22][CH2:23][CH2:24][CH2:25][CH2:26]/[CH:27]=[CH:28]\[CH2:29]/[CH:30]=[CH:31]\[CH2:32][CH2:33][CH2:34][CH2:35][CH3:36]. (3) The product is: [F:1][C:2]1[CH:11]=[C:10]2[C:5]([C:6](=[O:21])[C:7]([C:16]([OH:18])=[O:17])=[CH:8][N:9]2[C@@H:12]2[CH2:14][C@@H:13]2[F:15])=[CH:4][CH:3]=1. Given the reactants [F:1][C:2]1[CH:11]=[C:10]2[C:5]([C:6](=[O:21])[C:7]([C:16]([O:18]CC)=[O:17])=[CH:8][N:9]2[C@@H:12]2[CH2:14][C@@H:13]2[F:15])=[CH:4][CH:3]=1.Cl, predict the reaction product.